Dataset: TCR-epitope binding with 47,182 pairs between 192 epitopes and 23,139 TCRs. Task: Binary Classification. Given a T-cell receptor sequence (or CDR3 region) and an epitope sequence, predict whether binding occurs between them. (1) The TCR CDR3 sequence is CASSPYENSYEQYF. Result: 0 (the TCR does not bind to the epitope). The epitope is FADDLNQLTGY. (2) The epitope is TLVPQEHYV. The TCR CDR3 sequence is CASSEQGRYEQYF. Result: 0 (the TCR does not bind to the epitope).